From a dataset of Forward reaction prediction with 1.9M reactions from USPTO patents (1976-2016). Predict the product of the given reaction. (1) Given the reactants [C:1]([O:5][C:6]([N:8]1[CH2:13][CH2:12][C:11]2[N:14]([CH3:33])[C:15]([C:17]3[C:22]([C:23]#[C:24][C:25]4[CH:30]=[CH:29][CH:28]=[C:27]([NH2:31])[CH:26]=4)=[CH:21][N:20]=[C:19]([NH2:32])[N:18]=3)=[CH:16][C:10]=2[C:9]1=[O:34])=[O:7])([CH3:4])([CH3:3])[CH3:2].[C:35]1([O:41][C:42](Cl)=[O:43])[CH:40]=[CH:39][CH:38]=[CH:37][CH:36]=1, predict the reaction product. The product is: [C:1]([O:5][C:6]([N:8]1[CH2:13][CH2:12][C:11]2[N:14]([CH3:33])[C:15]([C:17]3[C:22]([C:23]#[C:24][C:25]4[CH:30]=[CH:29][CH:28]=[C:27]([NH:31][C:42]([O:41][C:35]5[CH:40]=[CH:39][CH:38]=[CH:37][CH:36]=5)=[O:43])[CH:26]=4)=[CH:21][N:20]=[C:19]([NH2:32])[N:18]=3)=[CH:16][C:10]=2[C:9]1=[O:34])=[O:7])([CH3:4])([CH3:3])[CH3:2]. (2) Given the reactants Cl[C:2]1[N:7]=[CH:6][C:5]([CH3:8])=[CH:4][CH:3]=1.[NH:9]1[CH2:14][CH2:13][NH:12][CH2:11][CH2:10]1.C(=O)([O-])[O-].[Na+].[Na+], predict the reaction product. The product is: [CH3:8][C:5]1[CH:4]=[CH:3][C:2]([N:9]2[CH2:14][CH2:13][NH:12][CH2:11][CH2:10]2)=[N:7][CH:6]=1. (3) Given the reactants C(O[C:4]([C:6]1[CH:11]=[C:10]([C:12]2[CH:17]=[CH:16][N:15]=[C:14]([Cl:18])[CH:13]=2)[CH:9]=[C:8]([CH3:19])[N:7]=1)=[O:5])C.[NH2:20][C:21]1[CH:26]=[CH:25][C:24]([Cl:27])=[CH:23][N:22]=1, predict the reaction product. The product is: [Cl:27][C:24]1[CH:25]=[CH:26][C:21]([NH:20][C:4]([C:6]2[CH:11]=[C:10]([C:12]3[CH:17]=[CH:16][N:15]=[C:14]([Cl:18])[CH:13]=3)[CH:9]=[C:8]([CH3:19])[N:7]=2)=[O:5])=[N:22][CH:23]=1. (4) Given the reactants [Br:1][C:2]1[CH:10]=[CH:9][C:5]([CH2:6][NH:7][CH3:8])=[C:4]([CH2:11][S:12][CH2:13][CH2:14][CH2:15]C2C=CC=CC=2)[CH:3]=1.C(O[CH2:26][CH3:27])(=O)C.[OH2:28], predict the reaction product. The product is: [Br:1][C:2]1[CH:10]=[CH:9][C:5]([CH2:6][NH:7][CH3:8])=[C:4]([CH:11]([C:27]2[CH:26]=[CH:4][CH:3]=[CH:2][CH:10]=2)[S:12]([CH2:13][CH2:14][CH3:15])=[O:28])[CH:3]=1. (5) Given the reactants Br[C:2]1[C:6]2[CH:7]=[C:8]([C:11]3[O:12][C:13]([CH3:16])=[N:14][N:15]=3)[CH:9]=[CH:10][C:5]=2[O:4][CH:3]=1.[CH3:17][N:18](C)C=O, predict the reaction product. The product is: [CH3:16][C:13]1[O:12][C:11]([C:8]2[CH:9]=[CH:10][C:5]3[O:4][CH:3]=[C:2]([C:17]#[N:18])[C:6]=3[CH:7]=2)=[N:15][N:14]=1. (6) Given the reactants [OH:1][CH2:2][C:3]1[CH:4]=[C:5]([C:9]2[CH:10]=[N:11][CH:12]=[C:13]([CH:19]=2)[C:14]([O:16][CH2:17][CH3:18])=[O:15])[CH:6]=[CH:7][CH:8]=1.[CH:20]1([CH:25]2[CH2:33][C:32]3[C:27](=[C:28]([CH3:36])[C:29]([CH3:35])=[C:30](O)[CH:31]=3)[C:26]2=[O:37])[CH2:24][CH2:23][CH2:22][CH2:21]1.N(/C(OC(C)(C)C)=O)=N\C(OC(C)(C)C)=O.C1(P(C2C=CC=CC=2)C2C=CC=CC=2)C=CC=CC=1, predict the reaction product. The product is: [CH:20]1([CH:25]2[CH2:33][C:32]3[C:27](=[C:28]([CH3:36])[C:29]([CH3:35])=[C:30]([O:1][CH2:2][C:3]4[CH:4]=[C:5]([C:9]5[CH:10]=[N:11][CH:12]=[C:13]([CH:19]=5)[C:14]([O:16][CH2:17][CH3:18])=[O:15])[CH:6]=[CH:7][CH:8]=4)[CH:31]=3)[C:26]2=[O:37])[CH2:21][CH2:22][CH2:23][CH2:24]1.